This data is from Catalyst prediction with 721,799 reactions and 888 catalyst types from USPTO. The task is: Predict which catalyst facilitates the given reaction. (1) Reactant: C(N(C(C)C)C(C)C)C.Br.Br.[NH2:12][C:13]1[C:17]([NH2:18])=[CH:16][S:15][CH:14]=1.[Cl:19][C:20]1[CH:25]=[CH:24][CH:23]=[C:22]([CH3:26])[C:21]=1[N:27]=[C:28]=[S:29]. Product: [NH2:12][C:13]1[C:17]([NH:18][C:28]([NH:27][C:21]2[C:22]([CH3:26])=[CH:23][CH:24]=[CH:25][C:20]=2[Cl:19])=[S:29])=[CH:16][S:15][CH:14]=1. The catalyst class is: 1. (2) Reactant: Cl.[CH3:2][O:3][C:4](=[O:9])[C@H:5]([CH2:7][OH:8])[NH2:6].CCN(CC)CC.[C:17]([N:27]1[CH2:34][CH2:33][CH2:32][C@@H:28]1[C:29](O)=[O:30])([O:19][CH2:20][C:21]1[CH:26]=[CH:25][CH:24]=[CH:23][CH:22]=1)=[O:18].C1CCC(N=C=NC2CCCCC2)CC1. Product: [OH:8][CH2:7][C@H:5]([NH:6][C:29]([C@H:28]1[CH2:32][CH2:33][CH2:34][N:27]1[C:17]([O:19][CH2:20][C:21]1[CH:26]=[CH:25][CH:24]=[CH:23][CH:22]=1)=[O:18])=[O:30])[C:4]([O:3][CH3:2])=[O:9]. The catalyst class is: 2. (3) Reactant: [NH2:1][C:2]1[N:7]=[C:6]([C:8]2[O:9][CH:10]=[CH:11][CH:12]=2)[C:5]([C:13]2[CH:14]=[CH:15][C:16](=[O:19])[NH:17][CH:18]=2)=[CH:4][N:3]=1.[CH3:20][O-].[Na+].IC. Product: [NH2:1][C:2]1[N:7]=[C:6]([C:8]2[O:9][CH:10]=[CH:11][CH:12]=2)[C:5]([C:13]2[CH:14]=[CH:15][C:16](=[O:19])[N:17]([CH3:20])[CH:18]=2)=[CH:4][N:3]=1. The catalyst class is: 5.